Dataset: Peptide-MHC class I binding affinity with 185,985 pairs from IEDB/IMGT. Task: Regression. Given a peptide amino acid sequence and an MHC pseudo amino acid sequence, predict their binding affinity value. This is MHC class I binding data. (1) The peptide sequence is RVRAAMKPI. The MHC is HLA-A02:06 with pseudo-sequence HLA-A02:06. The binding affinity (normalized) is 0.554. (2) The peptide sequence is SEMLNKEYI. The MHC is H-2-Db with pseudo-sequence H-2-Db. The binding affinity (normalized) is 0.587. (3) The peptide sequence is PRELIFQV. The MHC is Mamu-B03 with pseudo-sequence Mamu-B03. The binding affinity (normalized) is 0.119. (4) The peptide sequence is VALFSSCPV. The MHC is HLA-C03:03 with pseudo-sequence HLA-C03:03. The binding affinity (normalized) is 0.936. (5) The peptide sequence is SGYEGRVPL. The MHC is HLA-B52:01 with pseudo-sequence HLA-B52:01. The binding affinity (normalized) is 0.493.